Dataset: Full USPTO retrosynthesis dataset with 1.9M reactions from patents (1976-2016). Task: Predict the reactants needed to synthesize the given product. (1) Given the product [C:1]1([C:7]2[C:14]3[C:13]([N:15]4[CH2:16][CH2:17][CH:18]([CH2:21][O:22][CH2:23][CH2:24][N:25]5[CH2:29][CH2:28][CH2:27][CH2:26]5)[CH2:19][CH2:20]4)=[N:12][NH:11][C:10]=3[S:9][C:8]=2[C:30]([O:32][CH3:38])=[O:31])[CH:6]=[CH:5][CH:4]=[CH:3][CH:2]=1, predict the reactants needed to synthesize it. The reactants are: [C:1]1([C:7]2[C:14]3[C:13]([N:15]4[CH2:20][CH2:19][CH:18]([CH2:21][O:22][CH2:23][CH2:24][N:25]5[CH2:29][CH2:28][CH2:27][CH2:26]5)[CH2:17][CH2:16]4)=[N:12][NH:11][C:10]=3[S:9][C:8]=2[C:30]([OH:32])=[O:31])[CH:6]=[CH:5][CH:4]=[CH:3][CH:2]=1.S(=O)(=O)(O)O.[CH3:38]O. (2) Given the product [Cl:9][C:4]1[N:3]=[C:2]([NH:10][C@H:11]2[CH2:16][CH2:15][C@H:14]([OH:17])[CH2:13][CH2:12]2)[CH:7]=[C:6]([I:8])[CH:5]=1, predict the reactants needed to synthesize it. The reactants are: Cl[C:2]1[CH:7]=[C:6]([I:8])[CH:5]=[C:4]([Cl:9])[N:3]=1.[NH2:10][C@H:11]1[CH2:16][CH2:15][C@H:14]([OH:17])[CH2:13][CH2:12]1.CN(C)C=O.O1CCOCC1. (3) Given the product [CH3:1][O:2][C:3]1[CH:8]=[CH:7][N:6]2[C:9]([C:13]([NH:18][CH3:17])=[O:15])=[C:10]([CH3:12])[N:11]=[C:5]2[CH:4]=1, predict the reactants needed to synthesize it. The reactants are: [CH3:1][O:2][C:3]1[CH:8]=[CH:7][N:6]2[C:9]([C:13]([OH:15])=O)=[C:10]([CH3:12])[N:11]=[C:5]2[CH:4]=1.C[CH2:17][N:18]=C=NCCCN(C)C.C1C=CC2N(O)N=NC=2C=1.CN1CCOCC1.CN. (4) Given the product [CH3:1][N:2]1[CH2:7][CH2:6][N:5]([C:8]2[N:13]=[C:12]([OH:25])[C:11]([N+:15]([O-:17])=[O:16])=[CH:10][CH:9]=2)[CH2:4][CH2:3]1, predict the reactants needed to synthesize it. The reactants are: [CH3:1][N:2]1[CH2:7][CH2:6][N:5]([C:8]2[N:13]=[C:12](N)[C:11]([N+:15]([O-:17])=[O:16])=[CH:10][CH:9]=2)[CH2:4][CH2:3]1.N1C=CC=CC=1.N([O-])=[O:25].[Na+]. (5) Given the product [ClH:37].[CH3:13][O:14][C:15]1[N:20]=[C:19]([NH:21][CH2:22][CH2:23][C:24]2[S:25][CH:26]=[CH:27][CH:28]=2)[CH:18]=[C:17]([C:29]2[CH:34]=[CH:33][CH:32]=[C:31]([O:35][CH3:36])[CH:30]=2)[N:16]=1, predict the reactants needed to synthesize it. The reactants are: [N+](C1C=CC(CCN)=CC=1)([O-])=O.[CH3:13][O:14][C:15]1[N:20]=[C:19]([NH:21][CH2:22][CH2:23][C:24]2[S:25][CH:26]=[CH:27][CH:28]=2)[CH:18]=[C:17]([C:29]2[CH:34]=[CH:33][CH:32]=[C:31]([O:35][CH3:36])[CH:30]=2)[N:16]=1.[ClH:37]. (6) Given the product [C:1]([O:5][C:6](=[O:7])[NH:8][C:9]1[CH:17]=[CH:16][CH:15]=[C:11]([C:12](=[O:14])[NH:46][CH2:47][CH:48]([OH:60])[CH2:49][N:50]2[CH2:59][CH2:58][C:57]3[C:52](=[CH:53][CH:54]=[CH:55][CH:56]=3)[CH2:51]2)[CH:10]=1)([CH3:2])([CH3:3])[CH3:4], predict the reactants needed to synthesize it. The reactants are: [C:1]([O:5][C:6]([NH:8][C:9]1[CH:10]=[C:11]([CH:15]=[CH:16][CH:17]=1)[C:12]([OH:14])=O)=[O:7])([CH3:4])([CH3:3])[CH3:2].CCN=C=NCCCN(C)C.C1C=CC2N(O)N=NC=2C=1.CCN(CC)CC.[NH2:46][CH2:47][CH:48]([OH:60])[CH2:49][N:50]1[CH2:59][CH2:58][C:57]2[C:52](=[CH:53][CH:54]=[CH:55][CH:56]=2)[CH2:51]1. (7) Given the product [F:22][C:19]1[CH:20]=[CH:21][C:16]([CH2:15][NH:14][C:12]([C:10]2[C:9]([OH:23])=[C:8]3[C:3]([CH:4]=[CH:5][CH:6]=[N:7]3)=[C:2]([N:28]([CH2:27][C:26]([N:25]([CH3:34])[CH3:24])=[O:33])[S:29]([CH3:32])(=[O:31])=[O:30])[N:11]=2)=[O:13])=[CH:17][CH:18]=1, predict the reactants needed to synthesize it. The reactants are: Br[C:2]1[N:11]=[C:10]([C:12]([NH:14][CH2:15][C:16]2[CH:21]=[CH:20][C:19]([F:22])=[CH:18][CH:17]=2)=[O:13])[C:9]([OH:23])=[C:8]2[C:3]=1[CH:4]=[CH:5][CH:6]=[N:7]2.[CH3:24][N:25]([CH3:34])[C:26](=[O:33])[CH2:27][NH:28][S:29]([CH3:32])(=[O:31])=[O:30]. (8) Given the product [NH2:4][C:3]1[CH:5]=[CH:6][C:7]([N:12]2[CH:13]=[CH:14][CH:15]=[CH:16][C:11]2=[O:10])=[CH:8][C:2]=1[F:1], predict the reactants needed to synthesize it. The reactants are: [F:1][C:2]1[CH:8]=[C:7](I)[CH:6]=[CH:5][C:3]=1[NH2:4].[OH:10][C:11]1[CH:16]=[CH:15][CH:14]=[CH:13][N:12]=1.OC1C=CC=C2C=1N=CC=C2.C([O-])([O-])=O.[K+].[K+]. (9) Given the product [F:10][C:11]1[CH:16]=[C:15]([F:17])[CH:14]=[CH:13][C:12]=1[CH2:18][NH:19][C:20]([C:22]1[C:23](=[O:48])[C:24]([OH:40])=[C:25]2[C:34](=[O:35])[N:33]3[CH:28]([O:29][CH2:30][CH:31]4[CH2:38][CH2:37][CH2:36][CH:32]43)[CH2:27][N:26]2[CH:39]=1)=[O:21], predict the reactants needed to synthesize it. The reactants are: Cl.N[C@H]1CCC[C@H]1CO.[F:10][C:11]1[CH:16]=[C:15]([F:17])[CH:14]=[CH:13][C:12]=1[CH2:18][NH:19][C:20]([C:22]1[C:23](=[O:48])[C:24]([O:40]CC2C=CC=CC=2)=[C:25]2[C:34](=[O:35])[N:33]3[CH:28]([O:29][CH2:30][CH:31]4[CH2:38][CH2:37][CH2:36][CH:32]43)[CH2:27][N:26]2[CH:39]=1)=[O:21].